This data is from NCI-60 drug combinations with 297,098 pairs across 59 cell lines. The task is: Regression. Given two drug SMILES strings and cell line genomic features, predict the synergy score measuring deviation from expected non-interaction effect. (1) Drug 1: C1CN1P(=S)(N2CC2)N3CC3. Drug 2: B(C(CC(C)C)NC(=O)C(CC1=CC=CC=C1)NC(=O)C2=NC=CN=C2)(O)O. Cell line: NCI-H226. Synergy scores: CSS=10.2, Synergy_ZIP=-0.807, Synergy_Bliss=-2.42, Synergy_Loewe=-1.06, Synergy_HSA=-0.717. (2) Drug 1: COC1=CC(=CC(=C1O)OC)C2C3C(COC3=O)C(C4=CC5=C(C=C24)OCO5)OC6C(C(C7C(O6)COC(O7)C8=CC=CS8)O)O. Drug 2: CN(C(=O)NC(C=O)C(C(C(CO)O)O)O)N=O. Cell line: SF-539. Synergy scores: CSS=42.2, Synergy_ZIP=-0.0848, Synergy_Bliss=2.16, Synergy_Loewe=-48.3, Synergy_HSA=3.00. (3) Drug 1: CC1C(C(=O)NC(C(=O)N2CCCC2C(=O)N(CC(=O)N(C(C(=O)O1)C(C)C)C)C)C(C)C)NC(=O)C3=C4C(=C(C=C3)C)OC5=C(C(=O)C(=C(C5=N4)C(=O)NC6C(OC(=O)C(N(C(=O)CN(C(=O)C7CCCN7C(=O)C(NC6=O)C(C)C)C)C)C(C)C)C)N)C. Drug 2: C1C(C(OC1N2C=NC3=C(N=C(N=C32)Cl)N)CO)O. Cell line: A498. Synergy scores: CSS=13.1, Synergy_ZIP=-3.74, Synergy_Bliss=0.530, Synergy_Loewe=-0.261, Synergy_HSA=0.785. (4) Drug 1: C1=CC(=CC=C1CC(C(=O)O)N)N(CCCl)CCCl.Cl. Drug 2: CC1C(C(CC(O1)OC2CC(CC3=C2C(=C4C(=C3O)C(=O)C5=C(C4=O)C(=CC=C5)OC)O)(C(=O)CO)O)N)O.Cl. Cell line: HCT116. Synergy scores: CSS=37.6, Synergy_ZIP=-1.73, Synergy_Bliss=-2.26, Synergy_Loewe=-9.67, Synergy_HSA=0.637. (5) Drug 1: C1=CC(=CC=C1CC(C(=O)O)N)N(CCCl)CCCl.Cl. Drug 2: CS(=O)(=O)CCNCC1=CC=C(O1)C2=CC3=C(C=C2)N=CN=C3NC4=CC(=C(C=C4)OCC5=CC(=CC=C5)F)Cl. Cell line: NCI-H522. Synergy scores: CSS=29.4, Synergy_ZIP=-2.26, Synergy_Bliss=3.71, Synergy_Loewe=-3.82, Synergy_HSA=4.04.